This data is from Reaction yield outcomes from USPTO patents with 853,638 reactions. The task is: Predict the reaction yield, written as a fraction of the theoretical maximum amount of product (1.0 means a 100% yield; for example, 0.34 means a 34% yield). (1) The reactants are Br[C:2]1[C:10]2[N:9]3[CH2:11][CH2:12][NH:13][C:14](=[O:15])[C:8]3=[C:7]([CH3:16])[C:6]=2[CH:5]=[C:4]([F:17])[CH:3]=1.[CH3:18][C:19]1([CH3:35])[C:23]([CH3:25])([CH3:24])[O:22][B:21]([B:21]2[O:22][C:23]([CH3:25])([CH3:24])[C:19]([CH3:35])([CH3:18])[O:20]2)[O:20]1.C([O-])(=O)C.[K+]. The catalyst is O1CCOCC1. The product is [F:17][C:4]1[CH:3]=[C:2]([B:21]2[O:22][C:23]([CH3:25])([CH3:24])[C:19]([CH3:35])([CH3:18])[O:20]2)[C:10]2[N:9]3[CH2:11][CH2:12][NH:13][C:14](=[O:15])[C:8]3=[C:7]([CH3:16])[C:6]=2[CH:5]=1. The yield is 0.210. (2) The catalyst is O1CCOCC1.Cl.O. The product is [CH3:1][O:2][C:3]([C:5]1[CH:10]=[CH:9][C:8]([C:11]2[C:12]([CH3:49])([CH3:48])[C@H:13]3[C@:26]([CH3:29])([CH2:27][CH:28]=2)[C@@H:25]2[C@:16]([CH3:47])([C@@:17]4([CH3:46])[C@H:22]([CH2:23][CH2:24]2)[C@H:21]2[C@H:30]([C:33]([CH3:35])=[CH2:34])[CH2:31][CH2:32][C@:20]2([C:36]([OH:38])=[O:37])[CH2:19][CH2:18]4)[CH2:15][CH2:14]3)=[CH:7][CH:6]=1)=[O:4]. The reactants are [CH3:1][O:2][C:3]([C:5]1[CH:10]=[CH:9][C:8]([C:11]2[C:12]([CH3:49])([CH3:48])[C@H:13]3[C@:26]([CH3:29])([CH2:27][CH:28]=2)[C@@H:25]2[C@:16]([CH3:47])([C@@:17]4([CH3:46])[C@H:22]([CH2:23][CH2:24]2)[C@H:21]2[C@H:30]([C:33]([CH3:35])=[CH2:34])[CH2:31][CH2:32][C@:20]2([C:36]([O:38][Si](C(C)(C)C)(C)C)=[O:37])[CH2:19][CH2:18]4)[CH2:15][CH2:14]3)=[CH:7][CH:6]=1)=[O:4].CCCC[N+](CCCC)(CCCC)CCCC.[F-]. The yield is 0.990.